The task is: Predict the reactants needed to synthesize the given product.. This data is from Retrosynthesis with 50K atom-mapped reactions and 10 reaction types from USPTO. Given the product CC(C)CCN1CCC(c2cc(-c3ccc(C(F)(F)F)cc3)cc(C(CC(C)C)C(=O)O)c2)CC1, predict the reactants needed to synthesize it. The reactants are: CCOC(=O)C(CC(C)C)c1cc(-c2ccc(C(F)(F)F)cc2)cc(C2CCN(CCC(C)C)CC2)c1.